Dataset: Reaction yield outcomes from USPTO patents with 853,638 reactions. Task: Predict the reaction yield, written as a fraction of the theoretical maximum amount of product (1.0 means a 100% yield; for example, 0.34 means a 34% yield). (1) The reactants are Br[C:2]1[C:10]2[C:5](=[CH:6][CH:7]=[C:8]([C:11]#[N:12])[CH:9]=2)[N:4]([CH:13]2[CH2:18][CH2:17][CH2:16][CH2:15][O:14]2)[N:3]=1.[OH:19][C:20]1[CH:21]=[C:22](B(O)O)[CH:23]=[CH:24][CH:25]=1.P([O-])([O-])([O-])=O.[K+].[K+].[K+]. The catalyst is C(COC)OC.ClCCl.C1C=CC(P(C2C=CC=CC=2)[C-]2C=CC=C2)=CC=1.C1C=CC(P(C2C=CC=CC=2)[C-]2C=CC=C2)=CC=1.Cl[Pd]Cl.[Fe+2]. The product is [OH:19][C:20]1[CH:25]=[C:24]([C:2]2[C:10]3[C:5](=[CH:6][CH:7]=[C:8]([C:11]#[N:12])[CH:9]=3)[N:4]([CH:13]3[CH2:18][CH2:17][CH2:16][CH2:15][O:14]3)[N:3]=2)[CH:23]=[CH:22][CH:21]=1. The yield is 0.850. (2) The reactants are [CH2:1]([CH:3]1[CH2:8][CH2:7][CH2:6][CH2:5][N:4]1[C:9]1[C:14]2[N:15]([CH3:19])[C:16](=O)[NH:17][C:13]=2[CH:12]=[CH:11][CH:10]=1)[CH3:2].P(Cl)(Cl)([Cl:22])=O. No catalyst specified. The product is [Cl:22][C:16]1[N:15]([CH3:19])[C:14]2[C:9]([N:4]3[CH2:5][CH2:6][CH2:7][CH2:8][CH:3]3[CH2:1][CH3:2])=[CH:10][CH:11]=[CH:12][C:13]=2[N:17]=1. The yield is 0.900. (3) The reactants are [S:1]1[C:5]([CH2:6][O:7][C:8]([NH:10][C@H:11]([CH2:33][C:34]2[CH:39]=[CH:38][CH:37]=[CH:36][CH:35]=2)[CH2:12][NH:13][CH2:14][C@H:15]([NH:23][C:24]([O:26][CH2:27][C:28]2[S:32][CH:31]=[N:30][CH:29]=2)=[O:25])[CH2:16][C:17]2[CH:22]=[CH:21][CH:20]=[CH:19][CH:18]=2)=[O:9])=[CH:4][N:3]=[CH:2]1.[CH3:40][CH:41]([CH3:45])[CH2:42][CH:43]=O.C(O)(=O)C.C(O[BH-](OC(=O)C)OC(=O)C)(=O)C.[Na+]. No catalyst specified. The product is [CH3:40][CH:41]([CH3:45])[CH2:42][CH2:43][N:13]([CH2:14][C@H:15]([NH:23][C:24]([O:26][CH2:27][C:28]1[S:32][CH:31]=[N:30][CH:29]=1)=[O:25])[CH2:16][C:17]1[CH:18]=[CH:19][CH:20]=[CH:21][CH:22]=1)[CH2:12][C@H:11]([NH:10][C:8]([O:7][CH2:6][C:5]1[S:1][CH:2]=[N:3][CH:4]=1)=[O:9])[CH2:33][C:34]1[CH:39]=[CH:38][CH:37]=[CH:36][CH:35]=1. The yield is 0.450.